Dataset: Forward reaction prediction with 1.9M reactions from USPTO patents (1976-2016). Task: Predict the product of the given reaction. (1) Given the reactants [Cl:1][C:2]1[CH:3]=[N:4][C:5]2[N:6]([N:8]=[C:9]([C:11]([N:13]3[CH2:18][CH2:17][C:16]4=[CH:19][NH:20][CH:21]=[C:15]4[CH:14]3[CH3:22])=[O:12])[CH:10]=2)[CH:7]=1.[NH:23]1[CH:27]=[N:26][N:25]=[N:24]1, predict the reaction product. The product is: [Cl:1][C:2]1[CH:3]=[N:4][C:5]2[N:6]([N:8]=[C:9]([C:11]([N:13]3[CH2:18][CH2:17][C:16]4=[C:19]([C:27]5[NH:26][N:25]=[N:24][N:23]=5)[NH:20][CH:21]=[C:15]4[CH:14]3[CH3:22])=[O:12])[CH:10]=2)[CH:7]=1. (2) Given the reactants [NH:1](C(OC(C)(C)C)=O)[C@H:2]([C:11]([NH:13][C@@H:14]([C:24]([OH:26])=[O:25])[CH2:15][O:16][CH2:17][C:18]1[CH:23]=[CH:22][CH:21]=[CH:20][CH:19]=1)=[O:12])[CH2:3][C:4](=[O:10])[O:5]C(C)(C)C, predict the reaction product. The product is: [NH2:1][C@H:2]([C:11]([NH:13][C@@H:14]([C:24]([OH:26])=[O:25])[CH2:15][O:16][CH2:17][C:18]1[CH:19]=[CH:20][CH:21]=[CH:22][CH:23]=1)=[O:12])[CH2:3][C:4](=[O:5])[OH:10]. (3) The product is: [CH:11]([N:14]([C:18]([N:20]=[C:21]=[S:22])=[O:19])[CH:15]([CH3:17])[CH3:16])([CH3:12])[CH3:13].[CH3:23][O:24][C:25]1[CH:26]=[C:27]2[C:32](=[CH:33][C:34]=1[O:35][CH3:36])[N:31]=[CH:30][CH:29]=[C:28]2[O:37][C:38]1[CH:39]=[CH:40][C:41]([NH:42][C:21]([NH:20][C:18]([N:14]([CH:15]([CH3:17])[CH3:16])[CH:11]([CH3:12])[CH3:13])=[O:19])=[S:22])=[CH:43][CH:44]=1. Given the reactants C(N(C(C)C)C(Cl)=O)(C)C.[CH:11]([N:14]([C:18]([N:20]=[C:21]=[S:22])=[O:19])[CH:15]([CH3:17])[CH3:16])([CH3:13])[CH3:12].[CH3:23][O:24][C:25]1[CH:26]=[C:27]2[C:32](=[CH:33][C:34]=1[O:35][CH3:36])[N:31]=[CH:30][CH:29]=[C:28]2[O:37][C:38]1[CH:44]=[CH:43][C:41]([NH2:42])=[CH:40][CH:39]=1.C1(C)C=CC=CC=1, predict the reaction product. (4) Given the reactants C([Li])CCC.[Br-].[OH:7][C:8]1[CH:33]=[CH:32][CH:31]=[CH:30][C:9]=1[CH2:10][P+](C1C=CC=CC=1)(C1C=CC=CC=1)C1C=CC=CC=1.[CH2:34]([O:36][C:37](=[O:58])[CH2:38][C:39]1([CH2:42][CH2:43][CH:44]([CH:56]=O)[CH2:45][C:46]2[CH:55]=[CH:54][C:49]([C:50]([O:52][CH3:53])=[O:51])=[CH:48][CH:47]=2)[CH2:41][CH2:40]1)[CH3:35].[Cl-].[NH4+], predict the reaction product. The product is: [CH2:34]([O:36][C:37](=[O:58])[CH2:38][C:39]1([CH2:42][CH2:43][CH:44](/[CH:56]=[CH:10]/[C:9]2[CH:30]=[CH:31][CH:32]=[CH:33][C:8]=2[OH:7])[CH2:45][C:46]2[CH:55]=[CH:54][C:49]([C:50]([O:52][CH3:53])=[O:51])=[CH:48][CH:47]=2)[CH2:41][CH2:40]1)[CH3:35]. (5) The product is: [C:1]([C:5]1[CH:6]=[C:7]([NH:27][C:28]([NH:30][C@@H:31]2[C:40]3[C:35](=[CH:36][CH:37]=[CH:38][CH:39]=3)[C@H:34]([O:41][C:42]3[CH:43]=[CH:44][C:45]4[N:46]([C:48]([N:51]5[CH2:56][CH2:55][CH2:54][CH2:53][CH2:52]5)=[N:49][N:50]=4)[CH:47]=3)[CH2:33][CH2:32]2)=[O:29])[N:8]([C:10]2[CH:15]=[CH:14][C:13]([Cl:16])=[C:12]([O:17][CH2:18][CH2:19][OH:20])[CH:11]=2)[N:9]=1)([CH3:4])([CH3:2])[CH3:3]. Given the reactants [C:1]([C:5]1[CH:6]=[C:7]([NH:27][C:28]([NH:30][C@@H:31]2[C:40]3[C:35](=[CH:36][CH:37]=[CH:38][CH:39]=3)[C@H:34]([O:41][C:42]3[CH:43]=[CH:44][C:45]4[N:46]([C:48]([N:51]5[CH2:56][CH2:55][CH2:54][CH2:53][CH2:52]5)=[N:49][N:50]=4)[CH:47]=3)[CH2:33][CH2:32]2)=[O:29])[N:8]([C:10]2[CH:15]=[CH:14][C:13]([Cl:16])=[C:12]([O:17][CH2:18][CH2:19][O:20]C3CCCCO3)[CH:11]=2)[N:9]=1)([CH3:4])([CH3:3])[CH3:2].C1(C)C=CC(S([O-])(=O)=O)=CC=1.[NH+]1C=CC=CC=1, predict the reaction product.